Dataset: Reaction yield outcomes from USPTO patents with 853,638 reactions. Task: Predict the reaction yield, written as a fraction of the theoretical maximum amount of product (1.0 means a 100% yield; for example, 0.34 means a 34% yield). The product is [CH:11]1([C:17](=[O:29])[C:18]([CH3:28])([C:22]2[CH:23]=[CH:24][CH:25]=[CH:26][CH:27]=2)[CH2:19][CH:20]=[O:21])[CH2:16][CH2:15][CH2:14][CH2:13][CH2:12]1. The reactants are CS(C)=O.C(Cl)(C(Cl)=O)=O.[CH:11]1([C:17](=[O:29])[C:18]([CH3:28])([C:22]2[CH:27]=[CH:26][CH:25]=[CH:24][CH:23]=2)[CH2:19][CH2:20][OH:21])[CH2:16][CH2:15][CH2:14][CH2:13][CH2:12]1.CCN(CC)CC. The yield is 0.983. The catalyst is C(Cl)Cl.